Dataset: Reaction yield outcomes from USPTO patents with 853,638 reactions. Task: Predict the reaction yield, written as a fraction of the theoretical maximum amount of product (1.0 means a 100% yield; for example, 0.34 means a 34% yield). The reactants are [CH3:1][N:2]([CH2:4][C:5]1[CH:10]=[CH:9][C:8]([CH:11]2[CH:20]([C:21]3[N:25]([CH3:26])[N:24]=[CH:23][N:22]=3)[C:19](=O)[C:18]3[C:17]([C:28]([O:30]CC)=O)=[CH:16][C:15]([F:33])=[CH:14][C:13]=3[NH:12]2)=[CH:7][CH:6]=1)[CH3:3].O.[NH2:35][NH2:36]. The catalyst is CO. The product is [CH3:3][N:2]([CH2:4][C:5]1[CH:10]=[CH:9][C:8]([CH:11]2[NH:12][C:13]3[C:18]4[C:19](=[N:35][NH:36][C:28](=[O:30])[C:17]=4[CH:16]=[C:15]([F:33])[CH:14]=3)[CH:20]2[C:21]2[N:25]([CH3:26])[N:24]=[CH:23][N:22]=2)=[CH:7][CH:6]=1)[CH3:1]. The yield is 0.300.